Dataset: Reaction yield outcomes from USPTO patents with 853,638 reactions. Task: Predict the reaction yield, written as a fraction of the theoretical maximum amount of product (1.0 means a 100% yield; for example, 0.34 means a 34% yield). (1) The reactants are [F:1][C:2]1[CH:3]=[C:4]2[C:8](=[CH:9][C:10]=1[CH3:11])[NH:7][CH:6]=[C:5]2[C:12]#[N:13].[CH:14]1(Br)[CH2:17][CH2:16][CH2:15]1.C(=O)([O-])[O-].[Cs+].[Cs+]. The catalyst is CN(C=O)C. The product is [CH:14]1([N:7]2[C:8]3[C:4](=[CH:3][C:2]([F:1])=[C:10]([CH3:11])[CH:9]=3)[C:5]([C:12]#[N:13])=[CH:6]2)[CH2:17][CH2:16][CH2:15]1. The yield is 0.920. (2) The reactants are C(C1C=C(NC(=O)C[CH2:17][CH2:18][C:19]2[CH:24]=[CH:23][C:22]([B:25]([OH:27])[OH:26])=[CH:21][CH:20]=2)C=CC=1S(CC)(=O)=O)#N.BrC1C=CC(C[CH2:35][N:36](C)[C:37]([NH:39][C:40]2[CH:45]=[CH:44][CH:43]=[C:42]([C:46]#[N:47])[CH:41]=2)=[O:38])=CC=1. No catalyst specified. The product is [C:46]([C:42]1[CH:41]=[C:40]([NH:39][C:37](=[O:38])[N:36]([CH2:17][CH2:18][C:19]2[CH:20]=[CH:21][C:22]([B:25]([OH:26])[OH:27])=[CH:23][CH:24]=2)[CH3:35])[CH:45]=[CH:44][CH:43]=1)#[N:47]. The yield is 0.910. (3) The reactants are Cl.Cl.[CH3:3][O:4][C:5](=[O:28])[CH2:6][CH2:7][C:8]1[CH:13]=[CH:12][C:11]([C:14]2[CH:19]=[CH:18][C:17]([CH2:20][CH:21]([NH2:27])[C:22](=[O:26])[N:23]([CH3:25])[CH3:24])=[CH:16][CH:15]=2)=[CH:10][CH:9]=1.C(N(CC)C(C)C)(C)C.[C:38]1([CH3:48])[CH:43]=[CH:42][C:41]([S:44](Cl)(=[O:46])=[O:45])=[CH:40][CH:39]=1. The catalyst is C(Cl)Cl.CCCCCC.C(OCC)(=O)C. The product is [CH3:3][O:4][C:5](=[O:28])[CH2:6][CH2:7][C:8]1[CH:9]=[CH:10][C:11]([C:14]2[CH:19]=[CH:18][C:17]([CH2:20][CH:21]([C:22](=[O:26])[N:23]([CH3:24])[CH3:25])[NH:27][S:44]([C:41]3[CH:42]=[CH:43][C:38]([CH3:48])=[CH:39][CH:40]=3)(=[O:46])=[O:45])=[CH:16][CH:15]=2)=[CH:12][CH:13]=1. The yield is 0.400. (4) The reactants are [NH2:1][C@H:2]([CH:22]([CH3:24])[CH3:23])[C:3]([N:5]1[CH2:10][CH2:9][C:8]([C:15]2[CH:20]=[CH:19][C:18]([Cl:21])=[CH:17][CH:16]=2)([C:11]([O:13][CH3:14])=[O:12])[CH2:7][CH2:6]1)=[O:4].[C:25](Cl)(=[O:32])[C:26]1[CH:31]=[CH:30][CH:29]=[CH:28][CH:27]=1.C(N(C(C)C)C(C)C)C. The catalyst is C(Cl)Cl. The product is [C:25]([NH:1][C@H:2]([CH:22]([CH3:24])[CH3:23])[C:3]([N:5]1[CH2:10][CH2:9][C:8]([C:15]2[CH:16]=[CH:17][C:18]([Cl:21])=[CH:19][CH:20]=2)([C:11]([O:13][CH3:14])=[O:12])[CH2:7][CH2:6]1)=[O:4])(=[O:32])[C:26]1[CH:31]=[CH:30][CH:29]=[CH:28][CH:27]=1. The yield is 0.910. (5) The reactants are C(Cl)(=O)C(Cl)=O.[CH3:7][N:8]([CH3:22])[C:9]1[C:18]2[C:13](=[CH:14][CH:15]=[CH:16][CH:17]=2)[C:12]([C:19]([OH:21])=O)=[CH:11][CH:10]=1.[NH2:23][C:24]1[C:25]([C:30]([O:32][CH3:33])=[O:31])=[N:26][CH:27]=[CH:28][N:29]=1.N1C=CC=CC=1. The catalyst is ClCCCl. The product is [CH3:22][N:8]([CH3:7])[C:9]1[C:18]2[C:13](=[CH:14][CH:15]=[CH:16][CH:17]=2)[C:12]([C:19]([NH:23][C:24]2[C:25]([C:30]([O:32][CH3:33])=[O:31])=[N:26][CH:27]=[CH:28][N:29]=2)=[O:21])=[CH:11][CH:10]=1. The yield is 0.430. (6) The reactants are [CH3:1][C:2]1([CH3:32])[O:7][C:6](=[O:8])[CH:5]([C:9](=O)[C@@H:10]([NH:22][C:23](=[O:29])[O:24][C:25]([CH3:28])([CH3:27])[CH3:26])[CH2:11][C:12]2[CH:13]=[N:14][C:15]([C:18]([F:21])([F:20])[F:19])=[CH:16][CH:17]=2)[C:4](=[O:31])[O:3]1.CC(O)=O.[BH4-].[Na+]. The catalyst is C(Cl)Cl. The product is [CH3:1][C:2]1([CH3:32])[O:3][C:4](=[O:31])[CH:5]([CH2:9][C@@H:10]([NH:22][C:23](=[O:29])[O:24][C:25]([CH3:27])([CH3:26])[CH3:28])[CH2:11][C:12]2[CH:13]=[N:14][C:15]([C:18]([F:19])([F:20])[F:21])=[CH:16][CH:17]=2)[C:6](=[O:8])[O:7]1. The yield is 0.830. (7) The reactants are C[C:2]1[C:9]([OH:10])=[C:8]([O:11][C:12]2[CH:17]=[CH:16][C:15]([B:18]3[O:22][C:21](C)(C)C(C)(C)[O:19]3)=[C:14](C=O)[CH:13]=2)[CH:7]=[CH:6][C:3]=1[C:4]#[N:5].[BH4-].[Na+]. The catalyst is CO. The product is [C:4]([C:3]1[CH:6]=[CH:7][C:8]([O:11][C:12]2[CH:13]=[CH:14][C:15]3[B:18]([OH:19])[O:22][CH2:21][C:16]=3[CH:17]=2)=[C:9]([OH:10])[CH:2]=1)#[N:5]. The yield is 0.630. (8) The reactants are Cl[C:2]1[N:3]=[C:4]([N:21]2[CH2:26][CH2:25][O:24][CH2:23][CH2:22]2)[C:5]2[S:10][C:9]([CH2:11][N:12]([CH3:20])[CH2:13][C:14]3[N:15]=[CH:16][N:17]([CH3:19])[CH:18]=3)=[CH:8][C:6]=2[N:7]=1.CC1(C)C(C)(C)OB([C:35]2[CH:36]=[N:37][C:38]([NH2:41])=[N:39][CH:40]=2)O1. No catalyst specified. The product is [CH3:20][N:12]([CH2:11][C:9]1[S:10][C:5]2[C:4]([N:21]3[CH2:26][CH2:25][O:24][CH2:23][CH2:22]3)=[N:3][C:2]([C:35]3[CH:36]=[N:37][C:38]([NH2:41])=[N:39][CH:40]=3)=[N:7][C:6]=2[CH:8]=1)[CH2:13][C:14]1[N:15]=[CH:16][N:17]([CH3:19])[CH:18]=1. The yield is 0.490. (9) The reactants are [OH:1][CH2:2][C:3]1[C:4]([CH2:10][CH2:11][CH3:12])=[C:5]([OH:9])[CH:6]=[CH:7][CH:8]=1.CO.[Br-:15].[Br-].[Br-].C([N+](CCCC)(CCCC)CCCC)CCC.C([N+](CCCC)(CCCC)CCCC)CCC.C([N+](CCCC)(CCCC)CCCC)CCC. The catalyst is ClCCl. The product is [Br:15][C:8]1[CH:7]=[CH:6][C:5]([OH:9])=[C:4]([CH2:10][CH2:11][CH3:12])[C:3]=1[CH2:2][OH:1]. The yield is 0.670. (10) The yield is 0.620. The catalyst is ClCCl. The product is [F:1][C:2]1[CH:7]=[CH:6][CH:5]=[C:4]([F:8])[C:3]=1[N:9]1[C:14]2[N:15]=[C:16]([NH:27][CH2:28][C:29]([NH:31][CH2:32][CH2:33][OH:34])=[O:30])[N:17]=[C:18]([C:19]3[CH:24]=[CH:23][C:22]([F:25])=[CH:21][C:20]=3[CH3:26])[C:13]=2[CH:12]=[CH:11][C:10]1=[O:36]. The reactants are [F:1][C:2]1[CH:7]=[CH:6][CH:5]=[C:4]([F:8])[C:3]=1[N:9]1[C:14]2[N:15]=[C:16]([NH:27][CH2:28][C:29]([NH:31][CH2:32][CH2:33][O:34]C)=[O:30])[N:17]=[C:18]([C:19]3[CH:24]=[CH:23][C:22]([F:25])=[CH:21][C:20]=3[CH3:26])[C:13]=2[CH:12]=[CH:11][C:10]1=[O:36].B(Br)(Br)Br.O.